Dataset: Catalyst prediction with 721,799 reactions and 888 catalyst types from USPTO. Task: Predict which catalyst facilitates the given reaction. (1) Reactant: [CH3:1][NH:2][S:3]([C:6]1[CH:7]=[C:8]([NH:12][C:13]2[N:18]=[CH:17][N:16]=[C:15]([NH:19][C:20]3[CH:28]=[CH:27][C:23]([C:24](O)=[O:25])=[CH:22][CH:21]=3)[CH:14]=2)[CH:9]=[CH:10][CH:11]=1)(=[O:5])=[O:4].[CH3:29][NH:30][CH3:31].CCN(C(C)C)C(C)C.C(Cl)CCl.C1C=CC2N(O)N=NC=2C=1. Product: [CH3:29][N:30]([CH3:31])[C:24](=[O:25])[C:23]1[CH:22]=[CH:21][C:20]([NH:19][C:15]2[CH:14]=[C:13]([NH:12][C:8]3[CH:9]=[CH:10][CH:11]=[C:6]([S:3]([NH:2][CH3:1])(=[O:5])=[O:4])[CH:7]=3)[N:18]=[CH:17][N:16]=2)=[CH:28][CH:27]=1. The catalyst class is: 1. (2) Reactant: S([Cl:11])(C1C=CC(C)=CC=1)(=O)=O.C(N(CC)CC)C.[F:19][C:20]([F:36])([F:35])[C:21]1[CH:26]=[C:25]([CH2:27]O)[C:24]([C:29]([F:32])([F:31])[F:30])=[CH:23][C:22]=1CO.Cl[CH2:38][Cl:39]. Product: [F:19][C:20]([F:36])([F:35])[C:21]1[CH:26]=[C:25]([CH2:27][Cl:11])[C:24]([C:29]([F:32])([F:31])[F:30])=[CH:23][C:22]=1[CH2:38][Cl:39]. The catalyst class is: 277. (3) Reactant: [ClH:1].[NH2:2][CH2:3][CH2:4][C:5]1[C:13]2[C:8](=[CH:9][CH:10]=[C:11]([OH:14])[CH:12]=2)[NH:7][CH:6]=1.C(O[CH:18](O)[C:19]([F:22])([F:21])[F:20])C.C(O)(=O)C. Product: [ClH:1].[F:20][C:19]([F:22])([F:21])[CH:18]1[C:6]2[NH:7][C:8]3[C:13](=[CH:12][C:11]([OH:14])=[CH:10][CH:9]=3)[C:5]=2[CH2:4][CH2:3][NH:2]1. The catalyst class is: 8. (4) Reactant: [N:1]1[CH:6]=[CH:5][CH:4]=[C:3]([CH2:7][C:8]([OH:10])=O)[CH:2]=1.[P:11]([OH:14])([OH:13])[OH:12].P(Cl)(Cl)Cl. Product: [CH:5]1[CH:6]=[N:1][CH:2]=[C:3]([CH2:7][C:8]([P:11]([OH:14])([OH:13])=[O:12])([P:11]([OH:14])([OH:13])=[O:12])[OH:10])[CH:4]=1. The catalyst class is: 159. (5) Reactant: [CH3:1][C:2]1[CH:3]=[C:4]([CH:6]=[C:7]([CH3:9])[CH:8]=1)[NH2:5].Br[CH2:11][CH2:12][OH:13].C([O-])([O-])=O.[K+].[K+]. Product: [CH3:1][C:2]1[CH:3]=[C:4]([NH:5][CH2:11][CH2:12][OH:13])[CH:6]=[C:7]([CH3:9])[CH:8]=1. The catalyst class is: 23. (6) Reactant: [N:1]1([C:6]2[CH:11]=[CH:10][C:9]([CH2:12][O:13][NH2:14])=[CH:8][N:7]=2)[CH:5]=[CH:4][CH:3]=[N:2]1.[N+:15]([O-:18])([OH:17])=[O:16]. Product: [N+:15]([O-:18])([OH:17])=[O:16].[N:1]1([C:6]2[CH:11]=[CH:10][C:9]([CH2:12][O:13][NH2:14])=[CH:8][N:7]=2)[CH:5]=[CH:4][CH:3]=[N:2]1. The catalyst class is: 8. (7) Reactant: [Cl:1][C:2]1[CH:7]=[CH:6][CH:5]=[C:4](Cl)[C:3]=1[CH:9]=[C:10]([SH:14])[C:11]([OH:13])=[O:12].[OH-].[K+]. Product: [C:11]([C:10]1[S:14][C:4]2[CH:5]=[CH:6][CH:7]=[C:2]([Cl:1])[C:3]=2[CH:9]=1)([OH:13])=[O:12]. The catalyst class is: 6. (8) The catalyst class is: 3. Product: [CH2:37]([O:1][C:2]1[CH:20]=[CH:19][C:18]([S:21]([N:24]2[CH2:29][CH2:28][CH2:27][CH2:26][CH2:25]2)(=[O:23])=[O:22])=[CH:17][C:3]=1[C:4]([NH:6][C:7]1[CH:12]=[CH:11][C:10]([O:13][CH:14]([CH3:16])[CH3:15])=[CH:9][CH:8]=1)=[O:5])[CH3:38]. Reactant: [OH:1][C:2]1[CH:20]=[CH:19][C:18]([S:21]([N:24]2[CH2:29][CH2:28][CH2:27][CH2:26][CH2:25]2)(=[O:23])=[O:22])=[CH:17][C:3]=1[C:4]([NH:6][C:7]1[CH:12]=[CH:11][C:10]([O:13][CH:14]([CH3:16])[CH3:15])=[CH:9][CH:8]=1)=[O:5].C(=O)([O-])[O-].[K+].[K+].I[CH2:37][CH3:38].